Dataset: Full USPTO retrosynthesis dataset with 1.9M reactions from patents (1976-2016). Task: Predict the reactants needed to synthesize the given product. (1) Given the product [CH:26]([C:29]1[N:30]([CH2:2][CH2:3][O:4][C:5](=[O:18])[C:6]2[CH:11]=[CH:10][C:9]([N+:12]([O-:14])=[O:13])=[CH:8][C:7]=2[CH:15]([CH3:17])[CH3:16])[CH:31]=[CH:32][N:33]=1)([CH3:28])[CH3:27], predict the reactants needed to synthesize it. The reactants are: Br[CH2:2][CH2:3][O:4][C:5](=[O:18])[C:6]1[CH:11]=[CH:10][C:9]([N+:12]([O-:14])=[O:13])=[CH:8][C:7]=1[CH:15]([CH3:17])[CH3:16].C(N(CC)CC)C.[CH:26]([C:29]1[NH:30][CH:31]=[CH:32][N:33]=1)([CH3:28])[CH3:27]. (2) Given the product [Cl:20][C:6]1[C:5]([F:21])=[N:4][C:3]([NH:28][CH2:27][C:26]([O:25][CH3:24])=[O:29])=[C:2]([Cl:1])[C:7]=1[O:8][C:9]1[CH:14]=[CH:13][C:12]([O:15][CH3:16])=[C:11]([CH:17]([CH3:19])[CH3:18])[CH:10]=1, predict the reactants needed to synthesize it. The reactants are: [Cl:1][C:2]1[C:3](F)=[N:4][C:5]([F:21])=[C:6]([Cl:20])[C:7]=1[O:8][C:9]1[CH:14]=[CH:13][C:12]([O:15][CH3:16])=[C:11]([CH:17]([CH3:19])[CH3:18])[CH:10]=1.Cl.[CH3:24][O:25][C:26](=[O:29])[CH2:27][NH2:28].C(=O)([O-])[O-].[K+].[K+]. (3) Given the product [Br:16][C:17]1[CH:22]=[C:21]([CH:23]2[CH2:1][CH2:24]2)[CH:20]=[C:19]([Br:25])[CH:18]=1, predict the reactants needed to synthesize it. The reactants are: [CH2:1]([Zn]CC)C.C(O)(C(F)(F)F)=O.ICI.[Br:16][C:17]1[CH:22]=[C:21]([CH:23]=[CH2:24])[CH:20]=[C:19]([Br:25])[CH:18]=1. (4) Given the product [CH2:12]([C:6]1[N:7]=[C:8]2[C:3]([C:2]([NH:14][C:15]3[CH:20]=[C:19]([CH3:21])[CH:18]=[CH:17][C:16]=3[S:22][C:23]3[CH:28]=[CH:27][C:26]([NH:29][C:30](=[O:32])[CH3:31])=[CH:25][CH:24]=3)=[CH:11][CH:10]=[N:9]2)=[CH:4][CH:5]=1)[CH3:13], predict the reactants needed to synthesize it. The reactants are: Cl[C:2]1[CH:11]=[CH:10][N:9]=[C:8]2[C:3]=1[CH:4]=[CH:5][C:6]([CH2:12][CH3:13])=[N:7]2.[NH2:14][C:15]1[CH:20]=[C:19]([CH3:21])[CH:18]=[CH:17][C:16]=1[S:22][C:23]1[CH:28]=[CH:27][C:26]([NH:29][C:30](=[O:32])[CH3:31])=[CH:25][CH:24]=1. (5) Given the product [NH2:2][C:1]1([C:3]2[CH:8]=[CH:7][CH:6]=[CH:5][N:4]=2)[CH2:10][CH2:9]1, predict the reactants needed to synthesize it. The reactants are: [C:1]([C:3]1[CH:8]=[CH:7][CH:6]=[CH:5][N:4]=1)#[N:2].[CH2:9]([Mg]Br)[CH3:10].[OH-].[Na+]. (6) Given the product [C:1]([O:5][C:6]([N:8]1[CH2:13][CH2:12][C@@H:11]([NH:14][C:15]2[C:20]([NH2:21])=[CH:19][N:18]=[C:17]3[N:24]([S:27]([C:30]4[CH:31]=[CH:32][CH:33]=[CH:34][CH:35]=4)(=[O:29])=[O:28])[CH:25]=[CH:26][C:16]=23)[C@H:10]([F:36])[CH2:9]1)=[O:7])([CH3:4])([CH3:2])[CH3:3], predict the reactants needed to synthesize it. The reactants are: [C:1]([O:5][C:6]([N:8]1[CH2:13][CH2:12][C@@H:11]([NH:14][C:15]2[C:20]([N+:21]([O-])=O)=[CH:19][N:18]=[C:17]3[N:24]([S:27]([C:30]4[CH:35]=[CH:34][CH:33]=[CH:32][CH:31]=4)(=[O:29])=[O:28])[CH:25]=[CH:26][C:16]=23)[C@H:10]([F:36])[CH2:9]1)=[O:7])([CH3:4])([CH3:3])[CH3:2]. (7) Given the product [C:2]1([C:5]2[CH:23]=[CH:24][C:25]3[N:26]([C:8]4[CH:9]=[C:10]([Br:14])[CH:11]=[CH:12][CH:13]=4)[C:27]4[C:19]([C:20]=3[CH:21]=2)=[CH:18][C:17]([C:15]2[CH:27]=[CH:19][CH:18]=[CH:17][CH:16]=2)=[CH:16][CH:15]=4)[CH:3]=[CH:25][CH:20]=[CH:21][CH:1]=1, predict the reactants needed to synthesize it. The reactants are: [CH3:1][C:2]([CH3:5])([O-])[CH3:3].[Na+].I[C:8]1[CH:9]=[C:10]([Br:14])[CH:11]=[CH:12][CH:13]=1.[CH:15]1[C:27]2[NH:26][C:25]3[C:20](=[CH:21]C=[CH:23][CH:24]=3)[C:19]=2[CH:18]=[CH:17][CH:16]=1.